Dataset: Catalyst prediction with 721,799 reactions and 888 catalyst types from USPTO. Task: Predict which catalyst facilitates the given reaction. (1) Reactant: [F:1][C:2]1[CH:3]=[C:4]([CH2:21][CH2:22][C:23]([O:25]CC)=[O:24])[CH:5]=[CH:6][C:7]=1[O:8][CH2:9][C:10]1[CH:15]=[CH:14][CH:13]=[C:12]([O:16][CH2:17][C:18](=[O:20])[CH3:19])[CH:11]=1.O.[OH-].[Li+].Cl. Product: [F:1][C:2]1[CH:3]=[C:4]([CH2:21][CH2:22][C:23]([OH:25])=[O:24])[CH:5]=[CH:6][C:7]=1[O:8][CH2:9][C:10]1[CH:15]=[CH:14][CH:13]=[C:12]([O:16][CH2:17][C:18](=[O:20])[CH3:19])[CH:11]=1. The catalyst class is: 40. (2) Reactant: [OH:1][C:2]1[C:7](=[O:8])[CH:6]=[CH:5][O:4][C:3]=1[CH3:9].[C:10]1([S:16](Cl)(=[O:18])=[O:17])[CH:15]=[CH:14][CH:13]=[CH:12][CH:11]=1. Product: [C:10]1([S:16]([O:1][C:2]2[C:7](=[O:8])[CH:6]=[CH:5][O:4][C:3]=2[CH3:9])(=[O:18])=[O:17])[CH:15]=[CH:14][CH:13]=[CH:12][CH:11]=1. The catalyst class is: 17. (3) Product: [Cl:1][C:2]1[C:11]2[C:6](=[CH:7][C:8]([Cl:12])=[CH:9][CH:10]=2)[N+:5]([O-:18])=[CH:4][CH:3]=1. The catalyst class is: 4. Reactant: [Cl:1][C:2]1[C:11]2[C:6](=[CH:7][C:8]([Cl:12])=[CH:9][CH:10]=2)[N:5]=[CH:4][CH:3]=1.ClC1C=C(C=CC=1)C(OO)=[O:18].[OH-].[Ca+2].[OH-]. (4) Reactant: [CH2:1]([O:3][CH2:4][C:5]12O[CH:8]([CH:9]=[CH:10]1)[CH:7]1[C:12]([O:14][C:15](=[O:16])[CH:6]21)=[O:13])[CH3:2].C[O-:18].[Na+:19]. Product: [Na+:19].[Na+:19].[CH2:1]([O:3][CH2:4][C:5]1[CH:10]=[CH:9][CH:8]=[C:7]([C:12]([O-:18])=[O:13])[C:6]=1[C:15]([O-:14])=[O:16])[CH3:2]. The catalyst class is: 5. (5) Reactant: [C:1]([O-:4])([OH:3])=O.[Na+].[NH2:6][C:7]1[CH:8]=[C:9]([CH:13]=[CH:14][C:15]=1[OH:16])[C:10]([OH:12])=[O:11]. Product: [C:1]([C:8]1[C:7]([NH2:6])=[C:15]([OH:16])[CH:14]=[CH:13][C:9]=1[C:10]([OH:12])=[O:11])([O:4][C:9]([CH3:13])([CH3:10])[CH3:8])=[O:3]. The catalyst class is: 1. (6) Reactant: [CH3:1][C:2]1[N:6]([CH:7]([CH3:11])[C:8]([OH:10])=O)[N:5]=[C:4]([C:12]([F:15])([F:14])[F:13])[N:3]=1.[F:16][C:17]1[CH:22]=[CH:21][C:20]([N:23]2[C:31]3[CH2:30][CH2:29][CH2:28][NH:27][C:26]=3[CH:25]=[N:24]2)=[CH:19][CH:18]=1.CCN(C(C)C)C(C)C. Product: [F:16][C:17]1[CH:18]=[CH:19][C:20]([N:23]2[C:31]3[CH2:30][CH2:29][CH2:28][N:27]([C:8](=[O:10])[CH:7]([N:6]4[C:2]([CH3:1])=[N:3][C:4]([C:12]([F:15])([F:14])[F:13])=[N:5]4)[CH3:11])[C:26]=3[CH:25]=[N:24]2)=[CH:21][CH:22]=1. The catalyst class is: 3. (7) Reactant: [NH2:1][C:2]1[N:6]([C:7]2[C:12]([Cl:13])=[CH:11][CH:10]=[CH:9][C:8]=2[Cl:14])[N:5]=[C:4]([CH:15]([CH3:17])[CH3:16])[C:3]=1[C:18]#[N:19].[OH-:20].[Na+]. Product: [NH2:1][C:2]1[N:6]([C:7]2[C:8]([Cl:14])=[CH:9][CH:10]=[CH:11][C:12]=2[Cl:13])[N:5]=[C:4]([CH:15]([CH3:17])[CH3:16])[C:3]=1[C:18]([NH2:19])=[O:20]. The catalyst class is: 82. (8) Reactant: CN1CCOCC1.[N:8]1[CH:13]=[CH:12][CH:11]=[CH:10][C:9]=1[C:14]1[N:19]=[CH:18][C:17]([C:20]([OH:22])=O)=[CH:16][N:15]=1.Cl.[OH:24][C:25]([C:28]1[O:32][N:31]=[C:30]([C:33]2[CH:34]=[C:35]([CH:38]=[CH:39][CH:40]=2)[CH2:36][NH2:37])[N:29]=1)([CH3:27])[CH3:26].[Cl-].COC1N=C(OC)N=C([N+]2(C)CCOCC2)N=1. Product: [OH:24][C:25]([C:28]1[O:32][N:31]=[C:30]([C:33]2[CH:34]=[C:35]([CH:38]=[CH:39][CH:40]=2)[CH2:36][NH:37][C:20]([C:17]2[CH:18]=[N:19][C:14]([C:9]3[CH:10]=[CH:11][CH:12]=[CH:13][N:8]=3)=[N:15][CH:16]=2)=[O:22])[N:29]=1)([CH3:27])[CH3:26]. The catalyst class is: 3. (9) Reactant: [CH2:1]([O:3][C:4]([C:6]1[C:15](=[O:16])[C:14]2[C:9](=[C:10]([O:27][CH:28]([F:30])[F:29])[C:11]([N:18]3[CH2:22][CH2:21][C@@H:20]([C:23]([NH2:26])([CH3:25])[CH3:24])[CH2:19]3)=[C:12]([F:17])[CH:13]=2)[N:8]([CH:31]2[CH2:33][CH2:32]2)[C:7]=1[S:34](C)(=O)=O)=[O:5])[CH3:2].O.[SH-].[Na+]. Product: [CH2:1]([O:3][C:4]([C:6]1[C:15](=[O:16])[C:14]2[C:9](=[C:10]([O:27][CH:28]([F:29])[F:30])[C:11]([N:18]3[CH2:22][CH2:21][C@@H:20]([C:23]([NH2:26])([CH3:25])[CH3:24])[CH2:19]3)=[C:12]([F:17])[CH:13]=2)[N:8]([CH:31]2[CH2:33][CH2:32]2)[C:7]=1[SH:34])=[O:5])[CH3:2]. The catalyst class is: 3. (10) Reactant: [Cl-].[C:2]([C:5]1([C:11]2[CH:16]=[CH:15][C:14]([Cl:17])=[CH:13][CH:12]=2)[CH2:10][CH2:9][NH2+:8][CH2:7][CH2:6]1)([OH:4])=[O:3].[CH:18]1[C:30]2[CH:29]([CH2:31][O:32][C:33](=O)[O:34]N3C(=O)CCC3=O)[C:28]3[C:23](=[CH:24][CH:25]=[CH:26][CH:27]=3)[C:22]=2[CH:21]=[CH:20][CH:19]=1. Product: [CH:18]1[C:30]2[CH:29]([CH2:31][O:32][C:33]([N:8]3[CH2:9][CH2:10][C:5]([C:11]4[CH:12]=[CH:13][C:14]([Cl:17])=[CH:15][CH:16]=4)([C:2]([OH:4])=[O:3])[CH2:6][CH2:7]3)=[O:34])[C:28]3[C:23](=[CH:24][CH:25]=[CH:26][CH:27]=3)[C:22]=2[CH:21]=[CH:20][CH:19]=1. The catalyst class is: 33.